Dataset: Reaction yield outcomes from USPTO patents with 853,638 reactions. Task: Predict the reaction yield, written as a fraction of the theoretical maximum amount of product (1.0 means a 100% yield; for example, 0.34 means a 34% yield). (1) The reactants are [C:1]([O:5][C:6]([C:8]1[C:9]([C:14]2[CH:19]=[CH:18][C:17]([CH2:20]Br)=[CH:16][CH:15]=2)=[CH:10][CH:11]=[CH:12][CH:13]=1)=[O:7])([CH3:4])([CH3:3])[CH3:2].[NH2:22][CH2:23][CH2:24][NH:25][C:26]([O:28][C:29]([CH3:32])([CH3:31])[CH3:30])=[O:27].C(=O)([O-])[O-].[K+].[K+]. The catalyst is C1COCC1. The product is [C:1]([O:5][C:6]([C:8]1[C:9]([C:14]2[CH:19]=[CH:18][C:17]([CH2:20][NH:22][CH2:23][CH2:24][NH:25][C:26]([O:28][C:29]([CH3:32])([CH3:31])[CH3:30])=[O:27])=[CH:16][CH:15]=2)=[CH:10][CH:11]=[CH:12][CH:13]=1)=[O:7])([CH3:4])([CH3:3])[CH3:2]. The yield is 0.984. (2) The reactants are [C:1]([O:9][C@H:10]1[C@H:14]([F:15])[C@H:13]([N:16]2[CH:21]=[CH:20][C:19]([NH:22][C:23](=[O:30])[C:24]3[CH:29]=[CH:28][CH:27]=[CH:26][CH:25]=3)=[N:18][C:17]2=[O:31])[O:12][C@@H:11]1[CH2:32][O:33][Si](C(C)(C)C)(C1C=CC=CC=1)C1C=CC=CC=1)(=[O:8])[C:2]1[CH:7]=[CH:6][CH:5]=[CH:4][CH:3]=1.CCCC[N+](CCCC)(CCCC)CCCC.[F-]. The catalyst is C1COCC1. The product is [C:1]([O:9][C@H:10]1[C@H:14]([F:15])[C@H:13]([N:16]2[CH:21]=[CH:20][C:19]([NH:22][C:23](=[O:30])[C:24]3[CH:29]=[CH:28][CH:27]=[CH:26][CH:25]=3)=[N:18][C:17]2=[O:31])[O:12][C@@H:11]1[CH2:32][OH:33])(=[O:8])[C:2]1[CH:3]=[CH:4][CH:5]=[CH:6][CH:7]=1. The yield is 0.930. (3) The reactants are [Cl:1][C:2]1[CH:7]=[CH:6][CH:5]=[C:4]([Cl:8])[C:3]=1[S:9]([NH2:12])(=[O:11])=[O:10].[N+:13]([O-])([OH:15])=[O:14].O. The catalyst is S(=O)(=O)(O)O. The product is [Cl:1][C:2]1[C:7]([N+:13]([O-:15])=[O:14])=[CH:6][CH:5]=[C:4]([Cl:8])[C:3]=1[S:9]([NH2:12])(=[O:10])=[O:11]. The yield is 0.760.